Dataset: Full USPTO retrosynthesis dataset with 1.9M reactions from patents (1976-2016). Task: Predict the reactants needed to synthesize the given product. Given the product [CH3:6][O:5][C:3](=[O:4])[CH2:2][NH:14][CH2:7][C:8]1[CH:13]=[CH:12][CH:11]=[CH:10][CH:9]=1, predict the reactants needed to synthesize it. The reactants are: Br[CH2:2][C:3]([O:5][CH3:6])=[O:4].[CH2:7]([NH2:14])[C:8]1[CH:13]=[CH:12][CH:11]=[CH:10][CH:9]=1.